This data is from Forward reaction prediction with 1.9M reactions from USPTO patents (1976-2016). The task is: Predict the product of the given reaction. (1) Given the reactants C([O:3][C:4](=[O:34])[C:5]1[CH:10]=[CH:9][CH:8]=[C:7]([N:11]2[C:15]([CH3:16])=[CH:14][CH:13]=[C:12]2[C:17]2[CH:22]=[C:21]([Br:23])[CH:20]=[CH:19][C:18]=2[O:24][CH2:25][C:26]2[CH:31]=[CH:30][C:29]([F:32])=[CH:28][C:27]=2[Cl:33])[CH:6]=1)C.[OH-].[Na+], predict the reaction product. The product is: [Br:23][C:21]1[CH:20]=[CH:19][C:18]([O:24][CH2:25][C:26]2[CH:31]=[CH:30][C:29]([F:32])=[CH:28][C:27]=2[Cl:33])=[C:17]([C:12]2[N:11]([C:7]3[CH:6]=[C:5]([CH:10]=[CH:9][CH:8]=3)[C:4]([OH:34])=[O:3])[C:15]([CH3:16])=[CH:14][CH:13]=2)[CH:22]=1. (2) Given the reactants [CH2:1]([O:3][C:4](=[O:18])[C:5]1[CH:10]=[CH:9][C:8](/[CH:11]=[CH:12]/[C:13]2[O:14][CH:15]=[CH:16][CH:17]=2)=[CH:7][CH:6]=1)[CH3:2], predict the reaction product. The product is: [CH2:1]([O:3][C:4](=[O:18])[C:5]1[CH:10]=[CH:9][C:8]([CH2:11][CH2:12][CH:13]2[CH2:17][CH2:16][CH2:15][O:14]2)=[CH:7][CH:6]=1)[CH3:2]. (3) The product is: [F:7][C:8]1[CH:9]=[C:10]([CH:13]=[CH:14][C:15]=1[O:16][CH3:17])[CH2:11][N:24]1[C:23]2[CH:25]=[C:26]([C:28]3[CH:33]=[CH:32][CH:31]=[CH:30][CH:29]=3)[S:27][C:22]=2[C:21](=[O:34])[N:20]([CH:35]2[CH2:40][CH2:39][N:38]([C:41]([O:43][C:44]([CH3:46])([CH3:45])[CH3:47])=[O:42])[CH2:37][CH2:36]2)[C:19]1=[O:18]. Given the reactants C(=O)([O-])[O-].[K+].[K+].[F:7][C:8]1[CH:9]=[C:10]([CH:13]=[CH:14][C:15]=1[O:16][CH3:17])[CH2:11]Cl.[O:18]=[C:19]1[NH:24][C:23]2[CH:25]=[C:26]([C:28]3[CH:33]=[CH:32][CH:31]=[CH:30][CH:29]=3)[S:27][C:22]=2[C:21](=[O:34])[N:20]1[CH:35]1[CH2:40][CH2:39][N:38]([C:41]([O:43][C:44]([CH3:47])([CH3:46])[CH3:45])=[O:42])[CH2:37][CH2:36]1, predict the reaction product. (4) The product is: [F:1][C:2]([F:7])([F:6])[C:3]([OH:5])=[O:4].[NH2:24][C@H:16]([C:17]1[CH:22]=[CH:21][C:20]([Cl:23])=[CH:19][CH:18]=1)[C@H:15]([C:11]1[CH:12]=[CH:13][CH:14]=[C:9]([Cl:8])[CH:10]=1)[OH:32]. Given the reactants [F:1][C:2]([F:7])([F:6])[C:3]([OH:5])=[O:4].[Cl:8][C:9]1[CH:10]=[C:11]([C@H:15]([OH:32])[C@H:16]([NH:24]C(=O)OC(C)(C)C)[C:17]2[CH:22]=[CH:21][C:20]([Cl:23])=[CH:19][CH:18]=2)[CH:12]=[CH:13][CH:14]=1, predict the reaction product. (5) Given the reactants [Cl:1][C:2]1[CH:3]=[C:4]([CH:7]=[C:8]([O:10][CH3:11])[CH:9]=1)[C:5]#[N:6], predict the reaction product. The product is: [Cl:1][C:2]1[CH:3]=[C:4]([CH2:5][NH2:6])[CH:7]=[C:8]([O:10][CH3:11])[CH:9]=1.